This data is from Reaction yield outcomes from USPTO patents with 853,638 reactions. The task is: Predict the reaction yield, written as a fraction of the theoretical maximum amount of product (1.0 means a 100% yield; for example, 0.34 means a 34% yield). (1) The reactants are C([O:3][C:4]([C:6]1[N:7]=[C:8]([NH:11][C:12](=[O:32])[CH:13]([C:20]2[CH:25]=[CH:24][C:23]([C:26]3[CH:31]=[CH:30][CH:29]=[CH:28][CH:27]=3)=[CH:22][CH:21]=2)[CH2:14][CH:15]2[CH2:19][CH2:18][CH2:17][CH2:16]2)[S:9][CH:10]=1)=O)C.[H-].[Al+3].[Li+].[H-].[H-].[H-]. The catalyst is C(OCC)C. The product is [C:23]1([C:26]2[CH:31]=[CH:30][CH:29]=[CH:28][CH:27]=2)[CH:22]=[CH:21][C:20]([CH:13]([CH2:14][CH:15]2[CH2:19][CH2:18][CH2:17][CH2:16]2)[C:12]([NH:11][C:8]2[S:9][CH:10]=[C:6]([CH2:4][OH:3])[N:7]=2)=[O:32])=[CH:25][CH:24]=1. The yield is 0.480. (2) The reactants are Cl.[CH3:2][O:3][C:4]1[CH:9]=[CH:8][C:7]([NH:10]N)=[CH:6][CH:5]=1.[CH3:12][O:13][CH:14]([O:20]C)[CH2:15][C:16](OC)=O. The catalyst is C(O)(=O)C. The product is [CH3:2][O:3][C:4]1[CH:9]=[C:8]2[C:7](=[CH:6][CH:5]=1)[NH:10][CH:16]=[C:15]2[C:14]([O:13][CH3:12])=[O:20]. The yield is 0.970. (3) The reactants are [NH2:1][C:2]1[CH:11]=[CH:10][C:5]2[N:6]=[C:7]([SH:9])[S:8][C:4]=2[CH:3]=1.C(=O)CC[CH2:15][CH2:16][CH3:17].CO.[BH3-][C:22]#N.[Na+]. The catalyst is O.C(O)(=O)C. The product is [CH3:22][CH:16]([CH3:15])[CH2:17][NH:1][C:2]1[CH:11]=[CH:10][C:5]2[N:6]=[C:7]([SH:9])[S:8][C:4]=2[CH:3]=1. The yield is 0.610. (4) The reactants are [Cl:1][CH2:2][C:3]([C:5]1[CH:6]=[C:7]2[C:11](=[CH:12][CH:13]=1)[NH:10][C:9](=[O:14])[CH2:8]2)=O.FC(F)(F)C(O)=O.C([SiH](CC)CC)C. The yield is 0.910. The catalyst is CCCCCC. The product is [Cl:1][CH2:2][CH2:3][C:5]1[CH:6]=[C:7]2[C:11](=[CH:12][CH:13]=1)[NH:10][C:9](=[O:14])[CH2:8]2. (5) The reactants are [F:1][C:2]([F:14])([F:13])[O:3][C:4]1[CH:12]=[CH:11][C:7]([C:8]([OH:10])=O)=[CH:6][CH:5]=1.CN(C(ON1N=NC2C=CC=NC1=2)=[N+](C)C)C.F[P-](F)(F)(F)(F)F.CCN(C(C)C)C(C)C.[NH2:48][C:49]([CH3:70])([CH2:52][O:53][C:54]1[CH:55]=[CH:56][C:57]2[CH2:61][O:60][B:59]([OH:62])[C:58]=2[C:63]=1[C:64]1[CH:69]=[CH:68][CH:67]=[CH:66][CH:65]=1)[C:50]#[N:51]. The catalyst is CN(C=O)C. The product is [C:50]([C:49]([NH:48][C:8](=[O:10])[C:7]1[CH:6]=[CH:5][C:4]([O:3][C:2]([F:1])([F:14])[F:13])=[CH:12][CH:11]=1)([CH3:70])[CH2:52][O:53][C:54]1[CH:55]=[CH:56][C:57]2[CH2:61][O:60][B:59]([OH:62])[C:58]=2[C:63]=1[C:64]1[CH:69]=[CH:68][CH:67]=[CH:66][CH:65]=1)#[N:51]. The yield is 0.360. (6) The product is [F:16][C:2]([F:1])([F:15])[CH2:3][O:4][C:5]1[N:10]=[C:9]([CH2:11][OH:12])[CH:8]=[CH:7][CH:6]=1. The catalyst is C1COCC1. The reactants are [F:1][C:2]([F:16])([F:15])[CH2:3][O:4][C:5]1[N:10]=[C:9]([C:11](OC)=[O:12])[CH:8]=[CH:7][CH:6]=1.[H-].[Al+3].[Li+].[H-].[H-].[H-]. The yield is 0.920. (7) The reactants are [F:1][C:2]1[C:11]([F:12])=[CH:10][C:5]([C:6]([NH:8][CH3:9])=[O:7])=[C:4]([N+:13]([O-])=O)[CH:3]=1.[H][H]. The catalyst is CO.[Pd]. The product is [NH2:13][C:4]1[CH:3]=[C:2]([F:1])[C:11]([F:12])=[CH:10][C:5]=1[C:6]([NH:8][CH3:9])=[O:7]. The yield is 1.00. (8) The reactants are [C:1]([C:3]1[CH:4]=[C:5]([CH:9]=[CH:10][C:11]=1[O:12][CH:13]([CH3:15])[CH3:14])[C:6](Cl)=[O:7])#[N:2].O[NH:17][C:18](=[NH:37])[C:19]1[C:29]2[CH2:28][CH2:27][N:26]([C:30]([O:32][C:33]([CH3:36])([CH3:35])[CH3:34])=[O:31])[CH2:25][CH2:24][C:23]=2[CH:22]=[CH:21][CH:20]=1.C(N(CC)CC)C. The catalyst is CN(C=O)C. The product is [C:1]([C:3]1[CH:4]=[C:5]([C:6]2[O:7][N:17]=[C:18]([C:19]3[C:29]4[CH2:28][CH2:27][N:26]([C:30]([O:32][C:33]([CH3:36])([CH3:35])[CH3:34])=[O:31])[CH2:25][CH2:24][C:23]=4[CH:22]=[CH:21][CH:20]=3)[N:37]=2)[CH:9]=[CH:10][C:11]=1[O:12][CH:13]([CH3:15])[CH3:14])#[N:2]. The yield is 0.620. (9) The reactants are [CH3:1][C:2]1[C:7]([CH:8]([CH2:13][CH2:14][CH3:15])[C:9]([O:11]C)=[O:10])=[C:6]([C:16]2[CH:21]=[CH:20][C:19]([CH3:22])=[CH:18][CH:17]=2)[N:5]=[C:4]([NH:23][S:24]([C:27]2[CH:32]=[CH:31][C:30]([CH3:33])=[CH:29][CH:28]=2)(=[O:26])=[O:25])[N:3]=1.[OH-].[Na+]. The catalyst is CO. The product is [CH3:1][C:2]1[C:7]([CH:8]([CH2:13][CH2:14][CH3:15])[C:9]([OH:11])=[O:10])=[C:6]([C:16]2[CH:21]=[CH:20][C:19]([CH3:22])=[CH:18][CH:17]=2)[N:5]=[C:4]([NH:23][S:24]([C:27]2[CH:32]=[CH:31][C:30]([CH3:33])=[CH:29][CH:28]=2)(=[O:25])=[O:26])[N:3]=1. The yield is 0.930. (10) The reactants are [C:1]([NH:24][CH:25]([CH3:35])[CH2:26][NH:27]C(=O)OC(C)(C)C)(=[O:23])[CH2:2][CH2:3]/[CH:4]=[CH:5]\[CH2:6]/[CH:7]=[CH:8]\[CH2:9]/[CH:10]=[CH:11]\[CH2:12]/[CH:13]=[CH:14]\[CH2:15]/[CH:16]=[CH:17]\[CH2:18]/[CH:19]=[CH:20]\[CH2:21][CH3:22].C(O)(C(F)(F)F)=O.C([O-])([O-])=O.[Na+].[Na+]. The catalyst is C(Cl)Cl. The product is [NH2:27][CH2:26][CH:25]([NH:24][C:1](=[O:23])[CH2:2][CH2:3]/[CH:4]=[CH:5]\[CH2:6]/[CH:7]=[CH:8]\[CH2:9]/[CH:10]=[CH:11]\[CH2:12]/[CH:13]=[CH:14]\[CH2:15]/[CH:16]=[CH:17]\[CH2:18]/[CH:19]=[CH:20]\[CH2:21][CH3:22])[CH3:35]. The yield is 0.980.